Dataset: Forward reaction prediction with 1.9M reactions from USPTO patents (1976-2016). Task: Predict the product of the given reaction. Given the reactants [F:1][C:2]1[CH:10]=[C:9]([F:11])[CH:8]=[CH:7][C:3]=1[C:4](Cl)=[O:5].[C:12]1([O:18][CH3:19])[CH:17]=[CH:16][CH:15]=[CH:14][CH:13]=1.[Cl-].[Al+3].[Cl-].[Cl-].Cl, predict the reaction product. The product is: [F:1][C:2]1[CH:10]=[C:9]([F:11])[CH:8]=[CH:7][C:3]=1[C:4]([C:15]1[CH:16]=[CH:17][C:12]([O:18][CH3:19])=[CH:13][CH:14]=1)=[O:5].